This data is from Full USPTO retrosynthesis dataset with 1.9M reactions from patents (1976-2016). The task is: Predict the reactants needed to synthesize the given product. (1) Given the product [Br:13][CH2:12][C:11]1[CH:10]=[CH:9][C:4]([C:5]([O:7][CH3:8])=[O:6])=[CH:3][C:2]=1[Cl:1], predict the reactants needed to synthesize it. The reactants are: [Cl:1][C:2]1[CH:3]=[C:4]([CH:9]=[CH:10][C:11]=1[CH3:12])[C:5]([O:7][CH3:8])=[O:6].[Br:13]N1C(=O)CCC1=O.N(C(C)(C)C#N)=NC(C)(C)C#N. (2) The reactants are: [N:1]1([CH2:6][C:7]2[CH:12]=[CH:11][C:10]([CH2:13][CH2:14][NH2:15])=[CH:9][CH:8]=2)[CH2:5][CH2:4][CH2:3][CH2:2]1.[Cl:16][C:17]1[CH:18]=[C:19]([C:23]2[CH:28]=[CH:27][C:26]([C:29](O)=[O:30])=[CH:25][CH:24]=2)[CH:20]=[CH:21][CH:22]=1. Given the product [N:1]1([CH2:6][C:7]2[CH:12]=[CH:11][C:10]([CH2:13][CH2:14][NH:15][C:29]([C:26]3[CH:25]=[CH:24][C:23]([C:19]4[CH:20]=[CH:21][CH:22]=[C:17]([Cl:16])[CH:18]=4)=[CH:28][CH:27]=3)=[O:30])=[CH:9][CH:8]=2)[CH2:5][CH2:4][CH2:3][CH2:2]1, predict the reactants needed to synthesize it. (3) The reactants are: C(OC(=O)[NH:7][C@@H:8]1[CH2:13][CH2:12][CH2:11][CH2:10][C@@H:9]1[NH:14][C:15]1[N:16]=[CH:17][C:18]2[C:24](=[O:25])[NH:23][CH:22]=[C:21]([C:26]3[CH:27]=[N:28][N:29]([CH3:31])[CH:30]=3)[C:19]=2[N:20]=1)(C)(C)C.C(OC(=O)C)C.Cl. Given the product [NH2:7][C@@H:8]1[CH2:13][CH2:12][CH2:11][CH2:10][C@@H:9]1[NH:14][C:15]1[N:16]=[CH:17][C:18]2[C:24](=[O:25])[NH:23][CH:22]=[C:21]([C:26]3[CH:27]=[N:28][N:29]([CH3:31])[CH:30]=3)[C:19]=2[N:20]=1, predict the reactants needed to synthesize it. (4) Given the product [ClH:2].[NH:6]1[CH2:7][CH2:8][N:4]=[C:5]1[C:9]1[CH:10]=[C:11]([NH:12][C:26]([NH:25][C:22]2[CH:23]=[CH:24][C:19]([O:18][CH2:16][CH3:17])=[CH:20][CH:21]=2)=[O:27])[CH:13]=[CH:14][CH:15]=1, predict the reactants needed to synthesize it. The reactants are: O.[ClH:2].Cl.[NH:4]1[CH2:8][CH2:7][N:6]=[C:5]1[C:9]1[CH:10]=[C:11]([CH:13]=[CH:14][CH:15]=1)[NH2:12].[CH2:16]([O:18][C:19]1[CH:24]=[CH:23][C:22]([N:25]=[C:26]=[O:27])=[CH:21][CH:20]=1)[CH3:17]. (5) The reactants are: [N:1]1[CH:6]=[CH:5][C:4]([CH2:7][N:8]2[C:16]3[C:11](=[CH:12][C:13]([OH:17])=[CH:14][CH:15]=3)[C:10]([CH3:19])([CH3:18])[CH2:9]2)=[CH:3][CH:2]=1.[CH2:20]([N:26]=[C:27]=[O:28])[CH2:21][CH2:22][CH2:23][CH2:24][CH3:25]. Given the product [CH2:20]([NH:26][C:27](=[O:28])[O:17][C:13]1[CH:12]=[C:11]2[C:16](=[CH:15][CH:14]=1)[N:8]([CH2:7][C:4]1[CH:5]=[CH:6][N:1]=[CH:2][CH:3]=1)[CH2:9][C:10]2([CH3:19])[CH3:18])[CH2:21][CH2:22][CH2:23][CH2:24][CH3:25], predict the reactants needed to synthesize it. (6) Given the product [F:27][C:28]1[CH:29]=[C:30]([C:7]2[CH2:12][CH2:11][N:10]([C:13]([O:15][C:16]([CH3:17])([CH3:18])[CH3:19])=[O:14])[CH2:9][C:8]=2[C:20]([O:22][CH2:23][CH3:24])=[O:21])[CH:31]=[CH:32][C:33]=1[F:34], predict the reactants needed to synthesize it. The reactants are: FC(F)(F)S(O[C:7]1[CH2:12][CH2:11][N:10]([C:13]([O:15][C:16]([CH3:19])([CH3:18])[CH3:17])=[O:14])[CH2:9][C:8]=1[C:20]([O:22][CH2:23][CH3:24])=[O:21])(=O)=O.[F:27][C:28]1[CH:29]=[C:30](B(O)O)[CH:31]=[CH:32][C:33]=1[F:34].C(=O)([O-])[O-].[Na+].[Na+]. (7) The reactants are: Cl.[N+:2]([C:5]1[CH:6]=[C:7]([NH:11][C:12]2([C:18]([O:20][CH3:21])=[O:19])[CH2:17][CH2:16][NH:15][CH2:14][CH2:13]2)[CH:8]=[CH:9][CH:10]=1)([O-:4])=[O:3].[C:22]1([C:28](=[CH2:39])[C:29]([O:31][CH2:32][C:33]2[CH:38]=[CH:37][CH:36]=[CH:35][CH:34]=2)=[O:30])[CH:27]=[CH:26][CH:25]=[CH:24][CH:23]=1.C(N(CC)CC)C. Given the product [CH3:21][O:20][C:18]([C:12]1([NH:11][C:7]2[CH:8]=[CH:9][CH:10]=[C:5]([N+:2]([O-:4])=[O:3])[CH:6]=2)[CH2:13][CH2:14][N:15]([CH2:39][CH:28]([C:22]2[CH:27]=[CH:26][CH:25]=[CH:24][CH:23]=2)[C:29]([O:31][CH2:32][C:33]2[CH:34]=[CH:35][CH:36]=[CH:37][CH:38]=2)=[O:30])[CH2:16][CH2:17]1)=[O:19], predict the reactants needed to synthesize it.